From a dataset of Reaction yield outcomes from USPTO patents with 853,638 reactions. Predict the reaction yield, written as a fraction of the theoretical maximum amount of product (1.0 means a 100% yield; for example, 0.34 means a 34% yield). (1) The reactants are [BH4-].[Li+].[CH2:3]([N:10]([CH2:18][C:19]1[CH:24]=[CH:23][CH:22]=[CH:21][CH:20]=1)[CH2:11][C@@H:12]([F:17])[C:13](OC)=[O:14])[C:4]1[CH:9]=[CH:8][CH:7]=[CH:6][CH:5]=1. The product is [CH2:18]([N:10]([CH2:3][C:4]1[CH:5]=[CH:6][CH:7]=[CH:8][CH:9]=1)[CH2:11][C@@H:12]([F:17])[CH2:13][OH:14])[C:19]1[CH:20]=[CH:21][CH:22]=[CH:23][CH:24]=1. The yield is 0.930. The catalyst is C1COCC1. (2) The reactants are [C@@H:1]1([N:9]2[CH:13]=[C:12](I)[CH:11]=[C:10]2[N+:15]([O-:17])=[O:16])[O:6][C@H:5]([CH2:7][OH:8])[C@@H:3]([OH:4])[CH2:2]1.C(N(CC)CC)C.[CH2:25]([NH:28][C:29](=[O:33])[CH:30]([Cl:32])[Cl:31])[C:26]#[CH:27]. The catalyst is CN(C=O)C.C1C=CC([P]([Pd]([P](C2C=CC=CC=2)(C2C=CC=CC=2)C2C=CC=CC=2)([P](C2C=CC=CC=2)(C2C=CC=CC=2)C2C=CC=CC=2)[P](C2C=CC=CC=2)(C2C=CC=CC=2)C2C=CC=CC=2)(C2C=CC=CC=2)C2C=CC=CC=2)=CC=1.[Cu]I. The product is [C@@H:1]1([N:9]2[CH:13]=[C:12]([C:27]#[C:26][CH2:25][NH:28][C:29](=[O:33])[CH:30]([Cl:32])[Cl:31])[CH:11]=[C:10]2[N+:15]([O-:17])=[O:16])[O:6][C@H:5]([CH2:7][OH:8])[C@@H:3]([OH:4])[CH2:2]1. The yield is 0.810. (3) The reactants are [Br:1][C:2]1[CH:3]=[N:4][NH:5][CH:6]=1.[O:7]1[CH:12]=[CH:11][CH2:10][CH2:9][CH2:8]1.FC(F)(F)C(O)=O.C(OCC)(=O)C.CCCCCC. The catalyst is C(OCC)(=O)C. The product is [Br:1][C:2]1[CH:3]=[N:4][N:5]([CH:8]2[CH2:9][CH2:10][CH2:11][CH2:12][O:7]2)[CH:6]=1. The yield is 0.760. (4) The reactants are CCN(C(C)C)C(C)C.[Cl:10][C:11]1[CH:19]=[CH:18][C:14]([C:15]([OH:17])=O)=[CH:13][CH:12]=1.CN(C(ON1N=NC2C=CC=CC1=2)=[N+](C)C)C.[B-](F)(F)(F)F.[CH3:42][NH:43][C@@H:44]([CH2:51][CH2:52][CH2:53][CH3:54])[CH2:45][N:46]1[CH2:49][CH:48]([OH:50])[CH2:47]1. The catalyst is C(Cl)Cl. The product is [Cl:10][C:11]1[CH:12]=[CH:13][C:14]([C:15]([N:43]([C@@H:44]([CH2:51][CH2:52][CH2:53][CH3:54])[CH2:45][N:46]2[CH2:47][CH:48]([OH:50])[CH2:49]2)[CH3:42])=[O:17])=[CH:18][CH:19]=1. The yield is 0.300. (5) The reactants are [CH3:1][O:2][C:3]([C:5]1([C:8]2[CH:13]=[CH:12][C:11]([OH:14])=[C:10]([N+:15]([O-])=O)[CH:9]=2)[CH2:7][CH2:6]1)=[O:4]. The catalyst is CO.[Ni]. The product is [CH3:1][O:2][C:3]([C:5]1([C:8]2[CH:13]=[CH:12][C:11]([OH:14])=[C:10]([NH2:15])[CH:9]=2)[CH2:7][CH2:6]1)=[O:4]. The yield is 0.740. (6) The reactants are [Cl:1][C:2]1[CH:3]=[CH:4][C:5]([CH3:15])=[C:6]([C:8]2[NH:9][CH:10]=[CH:11][C:12]=2[C:13]#[N:14])[CH:7]=1.[C:16](Cl)(=[O:18])[CH3:17].[Cl-].[Cl-].[Cl-].[Al+3].Cl. The catalyst is C(Cl)Cl. The product is [C:16]([C:10]1[NH:9][C:8]([C:6]2[CH:7]=[C:2]([Cl:1])[CH:3]=[CH:4][C:5]=2[CH3:15])=[C:12]([C:13]#[N:14])[CH:11]=1)(=[O:18])[CH3:17]. The yield is 0.860.